From a dataset of Full USPTO retrosynthesis dataset with 1.9M reactions from patents (1976-2016). Predict the reactants needed to synthesize the given product. Given the product [CH2:1]([N:4]1[CH2:16][C@@H:7]2[C@H:8]([C:12]([O:14][CH3:15])=[O:13])[NH:9][CH2:10][CH2:11][N:6]2[C:5]1=[O:17])[CH:3]([CH3:2])[CH3:18], predict the reactants needed to synthesize it. The reactants are: [CH:1]1([N:4]2[CH2:16][C@@H:7]3[C@H:8]([C:12]([O:14][CH3:15])=[O:13])[NH:9][CH2:10][CH2:11][N:6]3[C:5]2=[O:17])[CH2:3][CH2:2]1.[CH3:18]C(C)CN.